From a dataset of Reaction yield outcomes from USPTO patents with 853,638 reactions. Predict the reaction yield, written as a fraction of the theoretical maximum amount of product (1.0 means a 100% yield; for example, 0.34 means a 34% yield). (1) The yield is 1.00. The product is [C:12]1([C@H:10]([N:8]2[CH2:9][C@H:5]3[CH2:4][NH:3][C:2](=[O:1])[C@H:6]3[CH2:7]2)[CH3:11])[CH:17]=[CH:16][CH:15]=[CH:14][CH:13]=1. The catalyst is C(Cl)Cl. The reactants are [O:1]=[C:2]1[C@H:6]2[CH2:7][N:8]([C@@H:10]([C:12]3[CH:17]=[CH:16][CH:15]=[CH:14][CH:13]=3)[CH3:11])[CH2:9][C@H:5]2[CH2:4][N:3]1C(OC(C)(C)C)=O.FC(F)(F)C(O)=O. (2) The reactants are [O:1]1[CH2:5][CH2:4][O:3][CH:2]1[C:6]1[CH:7]=[C:8]([OH:12])[CH:9]=[CH:10][CH:11]=1.[Br:13][C:14]1[CH:21]=[C:20](F)[CH:19]=[CH:18][C:15]=1[CH:16]=[O:17].C([O-])([O-])=O.[K+].[K+]. The catalyst is CN(C)C=O.O. The product is [Br:13][C:14]1[CH:21]=[C:20]([O:12][C:8]2[CH:9]=[CH:10][CH:11]=[C:6]([CH:2]3[O:3][CH2:4][CH2:5][O:1]3)[CH:7]=2)[CH:19]=[CH:18][C:15]=1[CH:16]=[O:17]. The yield is 0.900. (3) The reactants are [CH3:1][C:2]1[CH:3]=[C:4]([OH:16])[C:5]([C:9]2[CH:14]=[CH:13][CH:12]=[C:11]([CH3:15])[N:10]=2)=[N:6][C:7]=1[CH3:8].[CH2:17]([O:24][C:25]1[CH:34]=[C:33]2[C:28]([C:29](Cl)=[CH:30][CH:31]=[N:32]2)=[CH:27][C:26]=1[O:36][CH3:37])[C:18]1[CH:23]=[CH:22][CH:21]=[CH:20][CH:19]=1.C(=O)([O-])[O-].[Cs+].[Cs+].O. The catalyst is CN(C)C1C=CN=CC=1.CS(C)=O. The product is [CH2:17]([O:24][C:25]1[CH:34]=[C:33]2[C:28]([C:29]([O:16][C:4]3[C:5]([C:9]4[CH:14]=[CH:13][CH:12]=[C:11]([CH3:15])[N:10]=4)=[N:6][C:7]([CH3:8])=[C:2]([CH3:1])[CH:3]=3)=[CH:30][CH:31]=[N:32]2)=[CH:27][C:26]=1[O:36][CH3:37])[C:18]1[CH:19]=[CH:20][CH:21]=[CH:22][CH:23]=1. The yield is 0.720. (4) The reactants are Cl[C:2]1[C:7]([CH3:8])=[CH:6][N:5]=[C:4]([NH2:9])[N:3]=1.[CH3:10][O:11][C:12]1[N:17]=[CH:16][C:15](B(O)O)=[CH:14][CH:13]=1.C([O-])([O-])=O.[Na+].[Na+]. No catalyst specified. The product is [CH3:10][O:11][C:12]1[N:17]=[CH:16][C:15]([C:2]2[C:7]([CH3:8])=[CH:6][N:5]=[C:4]([NH2:9])[N:3]=2)=[CH:14][CH:13]=1. The yield is 0.430. (5) The yield is 0.910. The product is [OH:1][C:2]1[CH:3]=[CH:4][C:5]([CH:6]=[CH:16][CH2:15][OH:14])=[CH:8][CH:9]=1. The catalyst is O. The reactants are [OH:1][C:2]1[CH:9]=[CH:8][C:5]([CH:6]=O)=[CH:4][C:3]=1OC.[OH-].[Na+].[OH:14][C:15]1C=CC(CO)=C[C:16]=1OC. (6) The reactants are [NH2:1][C:2]1[C:3]([CH3:18])=[C:4]([NH:10][C:11](=[O:17])[CH2:12][C:13]([CH3:16])([CH3:15])[CH3:14])[C:5]([CH2:8][CH3:9])=[CH:6][CH:7]=1.[F:19][C:20]1[CH:27]=[CH:26][C:23]([CH:24]=O)=[CH:22][CH:21]=1.[BH4-].[Na+].CO. The catalyst is C1COCC1. The product is [CH2:8]([C:5]1[C:4]([NH:10][C:11](=[O:17])[CH2:12][C:13]([CH3:14])([CH3:16])[CH3:15])=[C:3]([CH3:18])[C:2]([NH:1][CH2:24][C:23]2[CH:26]=[CH:27][C:20]([F:19])=[CH:21][CH:22]=2)=[CH:7][CH:6]=1)[CH3:9]. The yield is 0.640. (7) The reactants are C1N=CN(C(N2C=NC=C2)=O)C=1.[CH2:13]([O:15][P:16]([CH2:21][C:22]([OH:24])=O)([O:18][CH2:19][CH3:20])=[O:17])[CH3:14].[Cl:25][C:26]1[CH:27]=[C:28]([NH:40][C:41]2[C:42]3[CH:50]=[C:49]([NH2:51])[N:48]=[CH:47][C:43]=3[N:44]=[CH:45][N:46]=2)[CH:29]=[CH:30][C:31]=1[O:32][CH2:33][C:34]1[CH:39]=[CH:38][CH:37]=[CH:36][N:35]=1.CC(N(C)C)=O. The product is [Cl:25][C:26]1[CH:27]=[C:28]([NH:40][C:41]2[C:42]3[CH:50]=[C:49]([NH:51][C:22](=[O:24])[CH2:21][P:16](=[O:17])([O:15][CH2:13][CH3:14])[O:18][CH2:19][CH3:20])[N:48]=[CH:47][C:43]=3[N:44]=[CH:45][N:46]=2)[CH:29]=[CH:30][C:31]=1[O:32][CH2:33][C:34]1[CH:39]=[CH:38][CH:37]=[CH:36][N:35]=1. The yield is 0.930. The catalyst is C1COCC1.O.ClCCl.CO. (8) The reactants are [N:1]1([C:5]([C:7]2[N:8]=[CH:9][C:10]([O:13][C:14]3[CH:15]=[C:16]([CH:20]=[C:21]([O:23][C@@H:24]([CH3:28])[CH2:25][O:26][CH3:27])[CH:22]=3)[C:17]([OH:19])=O)=[N:11][CH:12]=2)=[O:6])[CH2:4][CH2:3][CH2:2]1.[CH3:29][C:30]1[N:31]=[CH:32][C:33]([NH2:36])=[N:34][CH:35]=1.CC1CCCO1.CN1CCOCC1.C(P1(=O)OP(=O)(CCC)OP(=O)(CCC)O1)CC. No catalyst specified. The product is [N:1]1([C:5]([C:7]2[N:8]=[CH:9][C:10]([O:13][C:14]3[CH:15]=[C:16]([CH:20]=[C:21]([O:23][C@@H:24]([CH3:28])[CH2:25][O:26][CH3:27])[CH:22]=3)[C:17]([NH:36][C:33]3[CH:32]=[N:31][C:30]([CH3:29])=[CH:35][N:34]=3)=[O:19])=[N:11][CH:12]=2)=[O:6])[CH2:4][CH2:3][CH2:2]1. The yield is 0.620. (9) No catalyst specified. The yield is 0.100. The reactants are C[O:2][C:3]([C:5]1[CH:10]=[CH:9][N:8]=[C:7]([C:11]2[N:12]=[CH:13][N:14]([CH3:17])[C:15]=2Br)[CH:6]=1)=[O:4].[CH:18]1([CH2:21][O:22][C:23]2[CH:28]=[C:27]([F:29])[CH:26]=[CH:25][C:24]=2B(O)O)[CH2:20][CH2:19]1. The product is [CH:18]1([CH2:21][O:22][C:23]2[CH:28]=[C:27]([F:29])[CH:26]=[CH:25][C:24]=2[C:15]2[N:14]([CH3:17])[CH:13]=[N:12][C:11]=2[C:7]2[CH:6]=[C:5]([C:3]([OH:2])=[O:4])[CH:10]=[CH:9][N:8]=2)[CH2:19][CH2:20]1. (10) The reactants are [CH2:1]([C:5]1[N:6]([CH2:10][C:11]2[CH:16]=[CH:15][CH:14]=[CH:13][C:12]=2[Cl:17])[CH:7]=[CH:8][N:9]=1)[CH2:2][CH2:3][CH3:4].C=O.[C:20]([O-])(=[O:22])C.[Na+]. The catalyst is C(O)(=O)C. The product is [CH2:1]([C:5]1[N:6]([CH2:10][C:11]2[CH:16]=[CH:15][CH:14]=[CH:13][C:12]=2[Cl:17])[C:7]([CH2:20][OH:22])=[CH:8][N:9]=1)[CH2:2][CH2:3][CH3:4]. The yield is 0.410.